Dataset: Catalyst prediction with 721,799 reactions and 888 catalyst types from USPTO. Task: Predict which catalyst facilitates the given reaction. (1) Reactant: [C:1]1([C:7](=[N:14][CH:15]([C:21]2[CH:22]=[N:23][CH:24]=[N:25][CH:26]=2)[C:16]([O:18][CH2:19][CH3:20])=[O:17])[C:8]2[CH:13]=[CH:12][CH:11]=[CH:10][CH:9]=2)[CH:6]=[CH:5][CH:4]=[CH:3][CH:2]=1.[H-].[Na+].[CH3:29]I.O. Product: [C:1]1([C:7](=[N:14][C:15]([C:21]2[CH:22]=[N:23][CH:24]=[N:25][CH:26]=2)([CH3:29])[C:16]([O:18][CH2:19][CH3:20])=[O:17])[C:8]2[CH:13]=[CH:12][CH:11]=[CH:10][CH:9]=2)[CH:6]=[CH:5][CH:4]=[CH:3][CH:2]=1. The catalyst class is: 3. (2) Product: [C:14]([C:11]1[CH:12]=[C:13]2[C:8]([CH:7]=[C:6]([CH3:18])[N:5]2[CH2:4][C:3]2[CH:19]=[CH:20][CH:21]=[CH:22][C:2]=2[Cl:1])=[CH:9][CH:10]=1)([OH:16])=[O:15]. The catalyst class is: 8. Reactant: [Cl:1][C:2]1[CH:22]=[CH:21][CH:20]=[CH:19][C:3]=1[CH2:4][N:5]1[C:13]2[C:8](=[CH:9][CH:10]=[C:11]([C:14]([O:16]C)=[O:15])[CH:12]=2)[CH:7]=[C:6]1[CH3:18].[OH-].[Na+].O.Cl. (3) Reactant: [NH2:1][C:2]1[CH:3]=[C:4]([CH:7]=[CH:8][C:9]=1[CH:10]1[N:14]2[CH:15]=[N:16][CH:17]=[C:13]2[CH2:12][CH2:11]1)[C:5]#[N:6].[CH2:18]([N:20]=[C:21]=[O:22])[CH3:19]. Product: [C:5]([C:4]1[CH:7]=[CH:8][C:9]([CH:10]2[N:14]3[CH:15]=[N:16][CH:17]=[C:13]3[CH2:12][CH2:11]2)=[C:2]([NH:1][C:21]([NH:20][CH2:18][CH3:19])=[O:22])[CH:3]=1)#[N:6]. The catalyst class is: 3. (4) The catalyst class is: 6. Product: [Cl:28][C:25]1[CH:24]=[CH:23][C:22]([C:11]2[C:10](=[O:29])[NH:9][NH:8][C:13](=[O:14])[C:12]=2[C:15]2[CH:20]=[CH:19][C:18]([Cl:21])=[CH:17][CH:16]=2)=[CH:27][CH:26]=1. Reactant: C([N:8]1[C:13](=[O:14])[C:12]([C:15]2[CH:20]=[CH:19][C:18]([Cl:21])=[CH:17][CH:16]=2)=[C:11]([C:22]2[CH:27]=[CH:26][C:25]([Cl:28])=[CH:24][CH:23]=2)[C:10]([O:29]CC2C=CC=CC=2)=[N:9]1)C1C=CC=CC=1.C1(C)C=CC=CC=1.[Cl-].[Al+3].[Cl-].[Cl-]. (5) Reactant: [NH2:1][C:2]1[CH:7]=[CH:6][C:5]([N:8]2[C:12]3=[N:13][CH:14]=[N:15][C:16]([NH2:17])=[C:11]3[CH:10]=[N:9]2)=[CH:4][CH:3]=1.[CH3:18][O:19][CH2:20][CH2:21][C:22](O)=[O:23].Cl.CN(C)CCCN=C=NCC.ON1C2C=CC=CC=2N=N1. Product: [NH2:17][C:16]1[N:15]=[CH:14][N:13]=[C:12]2[N:8]([C:5]3[CH:6]=[CH:7][C:2]([NH:1][C:22](=[O:23])[CH2:21][CH2:20][O:19][CH3:18])=[CH:3][CH:4]=3)[N:9]=[CH:10][C:11]=12. The catalyst class is: 121. (6) Reactant: [NH2:1][C:2]1[C:3]([O:17][CH3:18])=[C:4]([C:12]([CH3:16])([CH3:15])[C:13]#[N:14])[CH:5]=[C:6]([C:8]([CH3:11])([CH3:10])[CH3:9])[CH:7]=1.Cl[C:20]([O:22][CH2:23][C:24]([Cl:27])([Cl:26])[Cl:25])=[O:21].C(N(CC)C(C)C)(C)C. Product: [C:8]([C:6]1[CH:5]=[C:4]([C:12]([C:13]#[N:14])([CH3:16])[CH3:15])[C:3]([O:17][CH3:18])=[C:2]([NH:1][C:20](=[O:21])[O:22][CH2:23][C:24]([Cl:27])([Cl:26])[Cl:25])[CH:7]=1)([CH3:11])([CH3:9])[CH3:10]. The catalyst class is: 1. (7) Reactant: I[C:2]1[CH:7]=[N:6][CH:5]=[CH:4][N:3]=1.[Li]CCCC.[CH3:13][CH:14]([CH3:18])[C:15](=[O:17])[CH3:16].[Cl-].[NH4+]. Product: [CH3:13][CH:14]([CH3:18])[C:15]([C:2]1[CH:7]=[N:6][CH:5]=[CH:4][N:3]=1)([OH:17])[CH3:16]. The catalyst class is: 757.